From a dataset of Full USPTO retrosynthesis dataset with 1.9M reactions from patents (1976-2016). Predict the reactants needed to synthesize the given product. (1) Given the product [Si:22]([O:29][CH2:30][CH2:31][NH:32][C:33]1[CH:34]=[CH:35][C:36]([NH:39][C:12]([C:11]2[CH:16]=[CH:17][C:18]([C:20]#[N:21])=[CH:19][C:10]=2[NH:9][C:7]([C:5]2[S:6][C:2]([Cl:1])=[CH:3][CH:4]=2)=[O:8])=[O:14])=[CH:37][CH:38]=1)([C:25]([CH3:28])([CH3:27])[CH3:26])([CH3:24])[CH3:23], predict the reactants needed to synthesize it. The reactants are: [Cl:1][C:2]1[S:6][C:5]([C:7]([NH:9][C:10]2[CH:19]=[C:18]([C:20]#[N:21])[CH:17]=[CH:16][C:11]=2[C:12]([O:14]C)=O)=[O:8])=[CH:4][CH:3]=1.[Si:22]([O:29][CH2:30][CH2:31][NH:32][C:33]1[CH:38]=[CH:37][C:36]([NH2:39])=[CH:35][CH:34]=1)([C:25]([CH3:28])([CH3:27])[CH3:26])([CH3:24])[CH3:23].C[Al](C)C. (2) Given the product [C:1]([O:5][C:6]([NH:8][C@H:9]([C:11]([N:22]([O:21][CH3:17])[CH3:23])=[O:13])[CH3:10])=[O:7])([CH3:2])([CH3:3])[CH3:4], predict the reactants needed to synthesize it. The reactants are: [C:1]([O:5][C:6]([NH:8][C@H:9]([C:11]([OH:13])=O)[CH3:10])=[O:7])([CH3:4])([CH3:3])[CH3:2].CN([C:17]([O:21][N:22]1N=NC2C=CC=N[C:23]1=2)=[N+](C)C)C.F[P-](F)(F)(F)(F)F.Cl.CONC.CCOC(C)=O. (3) Given the product [CH2:24]([N:23]([CH2:26][CH3:27])[C:21](=[O:22])[C:18]1[CH:17]=[CH:16][C:15]([C:14]([C:28]2[CH:33]=[CH:32][CH:31]=[CH:30][C:29]=2[NH:34][CH2:43][CH2:42][CH2:41][C:35]2[CH:40]=[CH:39][CH:38]=[CH:37][CH:36]=2)=[C:11]2[CH2:12][CH2:13][NH:8][CH2:9][CH2:10]2)=[CH:20][CH:19]=1)[CH3:25], predict the reactants needed to synthesize it. The reactants are: CC(OC([N:8]1[CH2:13][CH2:12][C:11](=[C:14]([C:28]2[CH:33]=[CH:32][CH:31]=[CH:30][C:29]=2[NH2:34])[C:15]2[CH:20]=[CH:19][C:18]([C:21]([N:23]([CH2:26][CH3:27])[CH2:24][CH3:25])=[O:22])=[CH:17][CH:16]=2)[CH2:10][CH2:9]1)=O)(C)C.[C:35]1([CH2:41][CH2:42][CH:43]=O)[CH:40]=[CH:39][CH:38]=[CH:37][CH:36]=1.C(O)(=O)C.[BH-](OC(C)=O)(OC(C)=O)OC(C)=O.[Na+].FC(F)(F)C(O)=O. (4) Given the product [CH2:20]([CH:9]1[CH2:10][C:11]2[C:16](=[CH:15][CH:14]=[CH:13][CH:12]=2)[N:7]([C:4]2[CH:3]=[CH:2][C:1]([CH3:18])=[CH:6][CH:5]=2)[C:8]1=[O:17])[CH2:21][CH2:22][CH3:23], predict the reactants needed to synthesize it. The reactants are: [C:1]1([CH3:18])[CH:6]=[CH:5][C:4]([N:7]2[C:16]3[C:11](=[CH:12][CH:13]=[CH:14][CH:15]=3)[CH2:10][CH2:9][C:8]2=[O:17])=[CH:3][CH:2]=1.I[CH2:20][CH2:21][CH2:22][CH3:23]. (5) The reactants are: C(OC([N:8]1[CH2:13][CH2:12][N:11]([C:14]2[CH:15]=[N:16][C:17]([NH:20][C:21]3[N:30]=[CH:29][C:28]4[N:27]=[C:26]([CH2:31][CH3:32])[C:25](=[O:33])[N:24]([CH:34]5[CH2:38][CH2:37][CH2:36][CH2:35]5)[C:23]=4[N:22]=3)=[CH:18][CH:19]=2)[CH2:10][CH2:9]1)=O)(C)(C)C.FC(F)(F)C(O)=O. Given the product [CH:34]1([N:24]2[C:23]3[N:22]=[C:21]([NH:20][C:17]4[CH:18]=[CH:19][C:14]([N:11]5[CH2:10][CH2:9][NH:8][CH2:13][CH2:12]5)=[CH:15][N:16]=4)[N:30]=[CH:29][C:28]=3[N:27]=[C:26]([CH2:31][CH3:32])[C:25]2=[O:33])[CH2:38][CH2:37][CH2:36][CH2:35]1, predict the reactants needed to synthesize it.